From a dataset of Full USPTO retrosynthesis dataset with 1.9M reactions from patents (1976-2016). Predict the reactants needed to synthesize the given product. (1) Given the product [CH:23]1([N:12]2[C:11]3[N:10]=[C:9]([C:8]4[CH:7]=[CH:6][N:5]=[CH:4][C:3]=4[CH2:2][NH:1][S:29]([CH3:28])(=[O:31])=[O:30])[N:18]=[CH:17][C:16]=3[N:15]([CH3:19])[C:14](=[O:20])[C@H:13]2[CH2:21][CH3:22])[CH2:27][CH2:26][CH2:25][CH2:24]1, predict the reactants needed to synthesize it. The reactants are: [NH2:1][CH2:2][C:3]1[CH:4]=[N:5][CH:6]=[CH:7][C:8]=1[C:9]1[N:18]=[CH:17][C:16]2[N:15]([CH3:19])[C:14](=[O:20])[C@@H:13]([CH2:21][CH3:22])[N:12]([CH:23]3[CH2:27][CH2:26][CH2:25][CH2:24]3)[C:11]=2[N:10]=1.[CH3:28][S:29](Cl)(=[O:31])=[O:30].C(O)(C(F)(F)F)=O. (2) Given the product [Cl:46][C:28]1[C:4]([O:3][CH2:1][CH3:2])=[CH:5][C:6]([CH2:7][N:8]2[CH2:13][CH2:12][CH:11]([NH:14][C:15](=[O:25])[C:16]3[CH:21]=[C:20]([O:22][CH3:23])[CH:19]=[C:18]([OH:24])[CH:17]=3)[CH2:10][CH2:9]2)=[CH:26][C:27]=1[O:30][CH2:31][CH3:32], predict the reactants needed to synthesize it. The reactants are: [CH2:1]([O:3][C:4]1[CH:5]=[C:6]([CH:26]=[C:27]([O:30][CH2:31][CH3:32])[C:28]=1F)[CH2:7][N:8]1[CH2:13][CH2:12][CH:11]([NH:14][C:15](=[O:25])[C:16]2[CH:21]=[C:20]([O:22][CH3:23])[CH:19]=[C:18]([OH:24])[CH:17]=2)[CH2:10][CH2:9]1)[CH3:2].C(OC(=O)C1C=C(OCC)C([Cl:46])=C(OCC)C=1)C.ClC1C(OCC)=CC(CN2CCC(NC(=O)C3C=C(OC)C=C(CO)C=3)CC2)=CC=1OCC.C([BH3-])#N.[Na+].C(N(C(C)C)C(C)C)C.